Task: Predict the reactants needed to synthesize the given product.. Dataset: Full USPTO retrosynthesis dataset with 1.9M reactions from patents (1976-2016) Given the product [CH3:31][NH:32][CH2:25][C:24]1[CH:23]=[CH:22][C:21]([CH:13]2[NH:12][C:7]3[C:6]4[C:5](=[N:4][NH:3][C:2](=[O:1])[C:11]=4[CH:10]=[CH:9][CH:8]=3)[CH:14]2[C:15]2[CH:20]=[CH:19][CH:18]=[CH:17][CH:16]=2)=[CH:28][CH:27]=1, predict the reactants needed to synthesize it. The reactants are: [O:1]=[C:2]1[C:11]2[CH:10]=[CH:9][CH:8]=[C:7]3[NH:12][CH:13]([C:21]4[CH:28]=[CH:27][C:24]([CH:25]=O)=[CH:23][CH:22]=4)[CH:14]([C:15]4[CH:20]=[CH:19][CH:18]=[CH:17][CH:16]=4)[C:5]([C:6]=23)=[N:4][NH:3]1.[BH4-].[Na+].[CH3:31][NH2:32].